The task is: Predict which catalyst facilitates the given reaction.. This data is from Catalyst prediction with 721,799 reactions and 888 catalyst types from USPTO. (1) Reactant: Cl.Cl.[CH2:3]([O:5][C:6]([C@@:8]12[CH2:26][C@H:25]1[CH:24]=[CH:23][CH2:22][CH2:21][CH2:20][CH2:19][CH2:18][C@H:17]([NH2:27])[C:16](=[O:28])[N:15]1[C@@H:11]([CH2:12][C@@H:13]([O:29][C:30]3[C:39]4[C:34](=[CH:35][C:36]([O:40][CH3:41])=[CH:37][CH:38]=4)[N:33]=[C:32]([C:42]([O:44][CH3:45])=[O:43])[CH:31]=3)[CH2:14]1)[C:10](=[O:46])[NH:9]2)=[O:7])[CH3:4].CCN(CC)CC.Cl[C:55]([O:57][CH:58]1[CH2:62][CH2:61][CH2:60][CH2:59]1)=[O:56]. Product: [CH2:3]([O:5][C:6]([C@@:8]12[CH2:26][C@H:25]1[CH:24]=[CH:23][CH2:22][CH2:21][CH2:20][CH2:19][CH2:18][C@H:17]([NH:27][C:55]([O:57][CH:58]1[CH2:62][CH2:61][CH2:60][CH2:59]1)=[O:56])[C:16](=[O:28])[N:15]1[C@@H:11]([CH2:12][C@@H:13]([O:29][C:30]3[C:39]4[C:34](=[CH:35][C:36]([O:40][CH3:41])=[CH:37][CH:38]=4)[N:33]=[C:32]([C:42]([O:44][CH3:45])=[O:43])[CH:31]=3)[CH2:14]1)[C:10](=[O:46])[NH:9]2)=[O:7])[CH3:4]. The catalyst class is: 1. (2) Reactant: Cl[C:2]1[CH:7]=[C:6]([Cl:8])[N:5]=[C:4]([NH2:9])[N:3]=1.[CH:10]1([NH2:19])[C:18]2[C:13](=[CH:14][CH:15]=[CH:16][CH:17]=2)[CH2:12][CH2:11]1.C(N(CC)CC)C. Product: [Cl:8][C:6]1[N:5]=[C:4]([NH2:9])[N:3]=[C:2]([NH:19][CH:10]2[C:18]3[C:13](=[CH:14][CH:15]=[CH:16][CH:17]=3)[CH2:12][CH2:11]2)[CH:7]=1. The catalyst class is: 37.